Dataset: Forward reaction prediction with 1.9M reactions from USPTO patents (1976-2016). Task: Predict the product of the given reaction. (1) Given the reactants [O:1]1[CH2:7][CH:6]([C:8]2[C:16]3[S:15][C:14]([NH2:17])=[N:13][C:12]=3[C:11]([O:18][CH3:19])=[CH:10][CH:9]=2)[CH2:5][O:4][CH2:3][CH2:2]1.Cl[C:21](OC1C=CC=CC=1)=[O:22].[OH:30][CH2:31][CH:32]1[CH2:37][CH2:36][NH:35][CH2:34][CH2:33]1, predict the reaction product. The product is: [O:4]1[CH2:5][CH:6]([C:8]2[C:16]3[S:15][C:14]([NH:17][C:21]([N:35]4[CH2:36][CH2:37][CH:32]([CH2:31][OH:30])[CH2:33][CH2:34]4)=[O:22])=[N:13][C:12]=3[C:11]([O:18][CH3:19])=[CH:10][CH:9]=2)[CH2:7][O:1][CH2:2][CH2:3]1. (2) Given the reactants [NH2:1][C:2]1[N:6]([C:7]2[CH:16]=[CH:15][C:10]3[NH:11][C:12]([CH3:14])=[N:13][C:9]=3[CH:8]=2)[N:5]=[CH:4][C:3]=1[C:17]([C:19]1[N:20]([S:29]([C:32]2[CH:37]=[CH:36][C:35]([CH3:38])=[CH:34][CH:33]=2)(=[O:31])=[O:30])[C:21]2[C:26]([CH:27]=1)=[CH:25][CH:24]=[C:23](I)[CH:22]=2)=[O:18].[CH3:39][S:40]([NH2:43])(=[O:42])=[O:41].N(CC(O)=O)C.P([O-])([O-])([O-])=O.[K+].[K+].[K+].[Cl-].[NH4+], predict the reaction product. The product is: [NH2:1][C:2]1[N:6]([C:7]2[CH:16]=[CH:15][C:10]3[NH:11][C:12]([CH3:14])=[N:13][C:9]=3[CH:8]=2)[N:5]=[CH:4][C:3]=1[C:17]([C:19]1[N:20]([S:29]([C:32]2[CH:37]=[CH:36][C:35]([CH3:38])=[CH:34][CH:33]=2)(=[O:31])=[O:30])[C:21]2[C:26]([CH:27]=1)=[CH:25][CH:24]=[C:23]([NH:43][S:40]([CH3:39])(=[O:42])=[O:41])[CH:22]=2)=[O:18]. (3) Given the reactants Cl[C:2]1[CH:10]=[CH:9][CH:8]=[C:7]2[C:3]=1[C:4]([NH2:11])=[N:5][NH:6]2.[CH3:12][O:13][C:14]1[CH:19]=[CH:18][CH:17]=[CH:16][C:15]=1B(O)O.P([O-])([O-])([O-])=O.[K+].[K+].[K+], predict the reaction product. The product is: [CH3:12][O:13][C:14]1[CH:19]=[CH:18][CH:17]=[CH:16][C:15]=1[C:2]1[CH:10]=[CH:9][CH:8]=[C:7]2[C:3]=1[C:4]([NH2:11])=[N:5][NH:6]2. (4) Given the reactants [OH:1][CH2:2][C:3]([N:5]1[CH2:10][CH2:9][CH:8]([O:11][C:12]2[CH:19]=[CH:18][C:17]([C:20]3[C:21]4[CH:28]=[C:27]([C:29]5[CH:34]=[CH:33][C:32]([C:35]([N:37]6[CH2:42][CH2:41][O:40][CH2:39][CH2:38]6)=[O:36])=[CH:31][CH:30]=5)[N:26](COCC[Si](C)(C)C)[C:22]=4[N:23]=[CH:24][N:25]=3)=[CH:16][C:13]=2[C:14]#[N:15])[CH2:7][CH2:6]1)=[O:4].CCCC[N+](CCCC)(CCCC)CCCC.[F-], predict the reaction product. The product is: [OH:1][CH2:2][C:3]([N:5]1[CH2:6][CH2:7][CH:8]([O:11][C:12]2[CH:19]=[CH:18][C:17]([C:20]3[C:21]4[CH:28]=[C:27]([C:29]5[CH:34]=[CH:33][C:32]([C:35]([N:37]6[CH2:38][CH2:39][O:40][CH2:41][CH2:42]6)=[O:36])=[CH:31][CH:30]=5)[NH:26][C:22]=4[N:23]=[CH:24][N:25]=3)=[CH:16][C:13]=2[C:14]#[N:15])[CH2:9][CH2:10]1)=[O:4]. (5) Given the reactants O1C2(CCCC(=O)CC2)OCC1.C(=O)([O-])[O-].[Na+].[Na+].ClC(OCC1C=CC=CC=1)=O.C(OC([NH:40][C:41]1([C:52]([OH:54])=[O:53])[CH2:51][CH2:50][CH2:49][C:44]2([O:48][CH2:47][CH2:46][O:45]2)[CH2:43][CH2:42]1)=O)C1C=CC=CC=1.C(OC(NC1(C(O)=O)CCCC(=O)CC1)=O)C1C=CC=CC=1, predict the reaction product. The product is: [NH2:40][C:41]1([C:52]([OH:54])=[O:53])[CH2:51][CH2:50][CH2:49][C:44]2([O:48][CH2:47][CH2:46][O:45]2)[CH2:43][CH2:42]1. (6) Given the reactants [C:1]([O:5][C:6]([N:8]1[C:13]2[CH:14]=[C:15]([Cl:19])[C:16]([Br:18])=[CH:17][C:12]=2[O:11][CH:10]([C:20](O)=[O:21])[CH2:9]1)=[O:7])([CH3:4])([CH3:3])[CH3:2].[F:23][C:24]1[CH:38]=[CH:37][C:27]([CH2:28][C:29]2([C:35]#[N:36])[CH2:34][CH2:33][NH:32][CH2:31][CH2:30]2)=[CH:26][CH:25]=1.CCN=C=NCCCN(C)C.C1C=CC2N(O)N=NC=2C=1.CCN(C(C)C)C(C)C, predict the reaction product. The product is: [C:1]([O:5][C:6]([N:8]1[C:13]2[CH:14]=[C:15]([Cl:19])[C:16]([Br:18])=[CH:17][C:12]=2[O:11][CH:10]([C:20]([N:32]2[CH2:33][CH2:34][C:29]([C:35]#[N:36])([CH2:28][C:27]3[CH:26]=[CH:25][C:24]([F:23])=[CH:38][CH:37]=3)[CH2:30][CH2:31]2)=[O:21])[CH2:9]1)=[O:7])([CH3:3])([CH3:2])[CH3:4]. (7) The product is: [F:12][C:9]([F:10])([F:11])[C:7]1[CH:6]=[C:5]([C@H:13]([O:15][C@H:16]2[CH2:21][CH2:20][N:19]([C:22]([C@H:24]3[CH2:29][CH2:28][C@H:27]([NH2:30])[CH2:26][CH2:25]3)=[O:23])[CH2:18][C@@H:17]2[C:38]2[CH:43]=[CH:42][C:41]([F:44])=[CH:40][CH:39]=2)[CH3:14])[CH:4]=[C:3]([C:2]([F:46])([F:1])[F:45])[CH:8]=1. Given the reactants [F:1][C:2]([F:46])([F:45])[C:3]1[CH:4]=[C:5]([C@H:13]([O:15][C@H:16]2[CH2:21][CH2:20][N:19]([C:22]([C@H:24]3[CH2:29][CH2:28][C@H:27]([NH:30]C(=O)OC(C)(C)C)[CH2:26][CH2:25]3)=[O:23])[CH2:18][C@@H:17]2[C:38]2[CH:43]=[CH:42][C:41]([F:44])=[CH:40][CH:39]=2)[CH3:14])[CH:6]=[C:7]([C:9]([F:12])([F:11])[F:10])[CH:8]=1.Cl, predict the reaction product. (8) Given the reactants [C:1](=O)([O-])[O-].[K+].[K+].CC(C)=O.[CH3:11][C:12]1([CH3:30])[C:16]([CH3:18])([CH3:17])[O:15][B:14]([C:19]2[CH:20]=[C:21]([NH:25][S:26]([CH3:29])(=[O:28])=[O:27])[CH:22]=[CH:23][CH:24]=2)[O:13]1.CI, predict the reaction product. The product is: [CH3:1][N:25]([C:21]1[CH:22]=[CH:23][CH:24]=[C:19]([B:14]2[O:13][C:12]([CH3:30])([CH3:11])[C:16]([CH3:17])([CH3:18])[O:15]2)[CH:20]=1)[S:26]([CH3:29])(=[O:28])=[O:27].